This data is from Catalyst prediction with 721,799 reactions and 888 catalyst types from USPTO. The task is: Predict which catalyst facilitates the given reaction. (1) Reactant: [C:1]1([C:7]2[O:11][C:10]([CH:12]3[CH2:17][CH2:16][CH2:15][CH2:14][NH:13]3)=[N:9][CH:8]=2)[CH:6]=[CH:5][CH:4]=[CH:3][CH:2]=1.[C:18]([O:22][C:23]([NH:25][CH:26]([CH2:30][C:31]1[CH:36]=[CH:35][C:34]([O:37][C:38]([CH3:41])([CH3:40])[CH3:39])=[CH:33][CH:32]=1)[C:27](O)=[O:28])=[O:24])([CH3:21])([CH3:20])[CH3:19].C1CN([P+](Br)(N2CCCC2)N2CCCC2)CC1.F[P-](F)(F)(F)(F)F.C(N(C(C)C)CC)(C)C. Product: [C:18]([O:22][C:23](=[O:24])[NH:25][CH:26]([CH2:30][C:31]1[CH:32]=[CH:33][C:34]([O:37][C:38]([CH3:41])([CH3:40])[CH3:39])=[CH:35][CH:36]=1)[C:27](=[O:28])[N:13]1[CH2:14][CH2:15][CH2:16][CH2:17][CH:12]1[C:10]1[O:11][C:7]([C:1]2[CH:2]=[CH:3][CH:4]=[CH:5][CH:6]=2)=[CH:8][N:9]=1)([CH3:20])([CH3:21])[CH3:19]. The catalyst class is: 9. (2) Reactant: C(Cl)CCl.[Br:5][C:6]1[CH:7]=[C:8]([CH:12]=[CH:13][C:14]=1[CH2:15][OH:16])[C:9]([OH:11])=O.[F:17][C:18]([F:27])([F:26])[C:19]1[CH:20]=[C:21]([CH:23]=[CH:24][CH:25]=1)[NH2:22].C1C=NC2N(O)N=NC=2C=1. Product: [Br:5][C:6]1[CH:7]=[C:8]([CH:12]=[CH:13][C:14]=1[CH2:15][OH:16])[C:9]([NH:22][C:21]1[CH:23]=[CH:24][CH:25]=[C:19]([C:18]([F:17])([F:26])[F:27])[CH:20]=1)=[O:11]. The catalyst class is: 18. (3) Reactant: [CH:1]1([C:7]2[CH:13]=[CH:12][C:10]([NH2:11])=[CH:9][C:8]=2[N+:14]([O-:16])=[O:15])[CH2:6][CH2:5][CH2:4][CH2:3][CH2:2]1.CCN(CC)CC.[C:24](OC(=O)C)(=[O:26])[CH3:25]. Product: [CH:1]1([C:7]2[CH:13]=[CH:12][C:10]([NH:11][C:24](=[O:26])[CH3:25])=[CH:9][C:8]=2[N+:14]([O-:16])=[O:15])[CH2:2][CH2:3][CH2:4][CH2:5][CH2:6]1. The catalyst class is: 2.